Predict the reaction yield, written as a fraction of the theoretical maximum amount of product (1.0 means a 100% yield; for example, 0.34 means a 34% yield). From a dataset of Reaction yield outcomes from USPTO patents with 853,638 reactions. The reactants are C[O:2][CH2:3][CH2:4][O:5][C:6]1[CH:11]=[CH:10][N:9]2[C:12]([CH2:15][C:16]3[CH:32]=[CH:31][C:19]4[N:20]=[C:21]([NH:23][C@@H:24]5[CH2:29][CH2:28][CH2:27][CH2:26][C@H:25]5[OH:30])[S:22][C:18]=4[CH:17]=3)=[CH:13][N:14]=[C:8]2[CH:7]=1.B(Br)(Br)Br. The catalyst is C(Cl)Cl. The product is [OH:2][CH2:3][CH2:4][O:5][C:6]1[CH:11]=[CH:10][N:9]2[C:12]([CH2:15][C:16]3[CH:32]=[CH:31][C:19]4[N:20]=[C:21]([NH:23][C@@H:24]5[CH2:29][CH2:28][CH2:27][CH2:26][C@H:25]5[OH:30])[S:22][C:18]=4[CH:17]=3)=[CH:13][N:14]=[C:8]2[CH:7]=1. The yield is 0.370.